The task is: Regression. Given a peptide amino acid sequence and an MHC pseudo amino acid sequence, predict their binding affinity value. This is MHC class I binding data.. This data is from Peptide-MHC class I binding affinity with 185,985 pairs from IEDB/IMGT. (1) The peptide sequence is IIELPYVGDT. The MHC is HLA-A02:03 with pseudo-sequence HLA-A02:03. The binding affinity (normalized) is 0.224. (2) The binding affinity (normalized) is 0.0847. The MHC is HLA-B07:02 with pseudo-sequence HLA-B07:02. The peptide sequence is RVVDLYIGR. (3) The peptide sequence is TTRYKYLNK. The MHC is HLA-A33:01 with pseudo-sequence HLA-A33:01. The binding affinity (normalized) is 0.401. (4) The peptide sequence is ILRNPGYAL. The MHC is HLA-B57:01 with pseudo-sequence HLA-B57:01. The binding affinity (normalized) is 0.0847. (5) The peptide sequence is AVFDGCVVY. The MHC is HLA-A24:02 with pseudo-sequence HLA-A24:02. The binding affinity (normalized) is 0.0847. (6) The peptide sequence is ALRANSAVK. The MHC is HLA-B07:02 with pseudo-sequence HLA-B07:02. The binding affinity (normalized) is 0.0847. (7) The peptide sequence is PHDPDFLVL. The MHC is HLA-B57:01 with pseudo-sequence HLA-B57:01. The binding affinity (normalized) is 0.0847.